The task is: Predict the reactants needed to synthesize the given product.. This data is from Full USPTO retrosynthesis dataset with 1.9M reactions from patents (1976-2016). Given the product [CH2:17]([N:12]1[C:11]2[CH:10]=[CH:9][CH:8]=[CH:7][C:6]=2[C:5]2[C:13]1=[CH:1][CH:2]=[CH:3][CH:4]=2)[CH2:18][CH2:19][CH2:20][CH2:21][CH3:22], predict the reactants needed to synthesize it. The reactants are: [CH:1]1[C:13]2[NH:12][C:11]3[C:6](=[CH:7][CH:8]=[CH:9][CH:10]=3)[C:5]=2[CH:4]=[CH:3][CH:2]=1.[H-].[Na+].Br[CH2:17][CH2:18][CH2:19][CH2:20][CH2:21][CH3:22].O.